Task: Regression. Given two drug SMILES strings and cell line genomic features, predict the synergy score measuring deviation from expected non-interaction effect.. Dataset: NCI-60 drug combinations with 297,098 pairs across 59 cell lines (1) Drug 1: C1=NNC2=C1C(=O)NC=N2. Drug 2: C(CN)CNCCSP(=O)(O)O. Cell line: 786-0. Synergy scores: CSS=1.57, Synergy_ZIP=-0.472, Synergy_Bliss=-0.951, Synergy_Loewe=-1.52, Synergy_HSA=-2.25. (2) Drug 1: C1=NNC2=C1C(=O)NC=N2. Drug 2: CCN(CC)CCCC(C)NC1=C2C=C(C=CC2=NC3=C1C=CC(=C3)Cl)OC. Cell line: A549. Synergy scores: CSS=11.0, Synergy_ZIP=-5.03, Synergy_Bliss=2.36, Synergy_Loewe=-20.4, Synergy_HSA=1.82.